This data is from Forward reaction prediction with 1.9M reactions from USPTO patents (1976-2016). The task is: Predict the product of the given reaction. (1) Given the reactants [CH2:1]([N:8]([C:30]1[CH:31]=[CH:32][C:33]([OH:39])=[C:34]([CH:38]=1)[C:35]([OH:37])=[O:36])[C:9](=[O:29])[CH2:10][N:11]([CH2:22][C:23]1[CH:28]=[CH:27][CH:26]=[CH:25][CH:24]=1)[S:12]([C:15]1[CH:20]=[CH:19][C:18]([CH3:21])=[CH:17][CH:16]=1)(=[O:14])=[O:13])[C:2]1[CH:7]=[CH:6][CH:5]=[CH:4][CH:3]=1.[C:40](#N)[CH3:41], predict the reaction product. The product is: [CH2:22]([N:11]([CH2:10][C:9]([N:8]([C:30]1[CH:31]=[CH:32][C:33]([OH:39])=[C:34]([CH:38]=1)[C:35]([OH:37])=[O:36])[CH2:1][C:2]1[CH:3]=[CH:4][C:5]([CH2:17][CH2:16][CH2:15][CH2:20][CH2:19][CH2:40][CH3:41])=[CH:6][CH:7]=1)=[O:29])[S:12]([C:15]1[CH:16]=[CH:17][C:18]([C:21]2[CH:6]=[CH:7][CH:2]=[CH:3][CH:4]=2)=[CH:19][CH:20]=1)(=[O:14])=[O:13])[C:23]1[CH:28]=[CH:27][CH:26]=[CH:25][CH:24]=1. (2) Given the reactants [CH3:1][C:2]1[CH:3]=[C:4]([C:11]2[CH:16]=[CH:15][C:14]([N+:17]([O-:19])=[O:18])=[CH:13][CH:12]=2)[CH:5]=[CH:6][C:7]=1[C:8]([OH:10])=O.C(Cl)(=O)C(Cl)=O.Cl.[CH3:27][O:28][C:29](=[O:35])[C@H:30]([CH:32]([CH3:34])[CH3:33])[NH2:31].C(N(CC)CC)C, predict the reaction product. The product is: [CH3:1][C:2]1[CH:3]=[C:4]([C:11]2[CH:16]=[CH:15][C:14]([N+:17]([O-:19])=[O:18])=[CH:13][CH:12]=2)[CH:5]=[CH:6][C:7]=1[C:8]([NH:31][C@H:30]([C:29]([O:28][CH3:27])=[O:35])[CH:32]([CH3:34])[CH3:33])=[O:10].